From a dataset of Full USPTO retrosynthesis dataset with 1.9M reactions from patents (1976-2016). Predict the reactants needed to synthesize the given product. (1) Given the product [Cl:1][C:2]1[CH:8]=[C:7]([Cl:9])[CH:6]=[CH:5][C:3]=1[NH:4][C:11](=[O:12])[O:13][CH2:14][CH3:15], predict the reactants needed to synthesize it. The reactants are: [Cl:1][C:2]1[CH:8]=[C:7]([Cl:9])[CH:6]=[CH:5][C:3]=1[NH2:4].Cl[C:11]([O:13][CH2:14][CH3:15])=[O:12].Cl. (2) Given the product [CH3:58][C:54]1[N:43]=[C:41]([NH:40][C@:5]23[CH2:36][CH2:35][C@@H:34]([C:37]([CH3:39])=[CH2:38])[C@@H:6]2[C@@H:7]2[C@@:2]([CH3:1])([CH2:3][CH2:4]3)[C@@:19]3([CH3:20])[C@@H:10]([C@:11]4([CH3:33])[C@@H:16]([CH2:17][CH2:18]3)[C:15]([CH3:21])([CH3:22])[C:14]([C:23]3[CH:32]=[CH:31][C:26]([C:27]([O:29][CH3:30])=[O:28])=[CH:25][CH:24]=3)=[CH:13][CH2:12]4)[CH2:9][CH2:8]2)[S:42][C:55]=1[CH3:56], predict the reactants needed to synthesize it. The reactants are: [CH3:1][C@:2]12[C@@:19]3([CH3:20])[C@@H:10]([C@:11]4([CH3:33])[C@@H:16]([CH2:17][CH2:18]3)[C:15]([CH3:22])([CH3:21])[C:14]([C:23]3[CH:32]=[CH:31][C:26]([C:27]([O:29][CH3:30])=[O:28])=[CH:25][CH:24]=3)=[CH:13][CH2:12]4)[CH2:9][CH2:8][C@@H:7]1[C@H:6]1[C@H:34]([C:37]([CH3:39])=[CH2:38])[CH2:35][CH2:36][C@:5]1([NH:40][C:41]([NH2:43])=[S:42])[CH2:4][CH2:3]2.C(N(CC)C(C)C)(C)C.Br[CH:54]([CH3:58])[C:55](=O)[CH3:56].O. (3) Given the product [CH:11](=[N:9]/[S:7]([C:4]1[CH:5]=[CH:6][C:1]([CH3:10])=[CH:2][CH:3]=1)=[O:8])\[CH:12]=[CH:13]\[CH3:14], predict the reactants needed to synthesize it. The reactants are: [C:1]1([CH3:10])[CH:6]=[CH:5][C:4]([S@@:7]([NH2:9])=[O:8])=[CH:3][CH:2]=1.[CH:11](=O)/[CH:12]=[CH:13]/[CH3:14].O. (4) Given the product [CH3:14][C:9]1[C:8]([CH2:7][NH:15][CH2:16][CH2:17][C:18]2[CH:33]=[CH:32][C:21]([O:22][C:23]3[CH:31]=[CH:30][C:26]([C:27]([NH2:29])=[O:28])=[CH:25][N:24]=3)=[CH:20][CH:19]=2)=[C:12]([CH3:13])[O:11][N:10]=1, predict the reactants needed to synthesize it. The reactants are: C(=O)(O)[O-].[Na+].Cl[CH2:7][C:8]1[C:9]([CH3:14])=[N:10][O:11][C:12]=1[CH3:13].[NH2:15][CH2:16][CH2:17][C:18]1[CH:33]=[CH:32][C:21]([O:22][C:23]2[CH:31]=[CH:30][C:26]([C:27]([NH2:29])=[O:28])=[CH:25][N:24]=2)=[CH:20][CH:19]=1.[OH-].[Na+]. (5) The reactants are: [CH2:1]([N:8]1[CH2:11][C:10]([C:17](OCC)=[O:18])([C:12](OCC)=[O:13])[CH2:9]1)[C:2]1[CH:7]=[CH:6][CH:5]=[CH:4][CH:3]=1.[BH4-].[Na+].C(Cl)Cl. Given the product [CH2:1]([N:8]1[CH2:11][C:10]([CH2:12][OH:13])([CH2:17][OH:18])[CH2:9]1)[C:2]1[CH:3]=[CH:4][CH:5]=[CH:6][CH:7]=1, predict the reactants needed to synthesize it.